This data is from Forward reaction prediction with 1.9M reactions from USPTO patents (1976-2016). The task is: Predict the product of the given reaction. (1) Given the reactants [N:1]([C:4]1[CH:14]=[CH:13][C:12]([C:15]2[CH:16]=[C:17]3[C:23]([C:24]4[CH:29]=[CH:28][CH:27]=[CH:26][C:25]=4[O:30][CH3:31])=[CH:22][N:21](S(C4C=CC(C)=CC=4)(=O)=O)[C:18]3=[N:19][CH:20]=2)=[CH:11][C:5]=1[C:6]([N:8]([CH3:10])[CH3:9])=[O:7])=[C:2]=[O:3].C(N(CC)C(C)C)(C)C.[CH2:51]([N:53]1[CH2:57][CH2:56][CH:55]([OH:58])[CH2:54]1)[CH3:52], predict the reaction product. The product is: [CH2:51]([N:53]1[CH2:57][CH2:56][CH:55]([O:58][C:2](=[O:3])[NH:1][C:4]2[CH:14]=[CH:13][C:12]([C:15]3[CH:16]=[C:17]4[C:23]([C:24]5[CH:29]=[CH:28][CH:27]=[CH:26][C:25]=5[O:30][CH3:31])=[CH:22][NH:21][C:18]4=[N:19][CH:20]=3)=[CH:11][C:5]=2[C:6](=[O:7])[N:8]([CH3:9])[CH3:10])[CH2:54]1)[CH3:52]. (2) Given the reactants [CH2:1]([O:8][N:9]=[CH:10][C:11]1([C:19]([OH:21])=[O:20])[CH2:14][CH:13]([CH2:15][CH2:16][CH2:17][CH3:18])[CH2:12]1)[C:2]1[CH:7]=[CH:6][CH:5]=[CH:4][CH:3]=1.CN(C1C=CC(N=NC2C=CC(S(O)(=O)=O)=CC=2)=CC=1)C.Cl.C([BH3-])#N.[Na+], predict the reaction product. The product is: [CH2:1]([O:8][NH:9][CH2:10][C:11]1([C:19]([OH:21])=[O:20])[CH2:14][CH:13]([CH2:15][CH2:16][CH2:17][CH3:18])[CH2:12]1)[C:2]1[CH:7]=[CH:6][CH:5]=[CH:4][CH:3]=1. (3) Given the reactants [F:1][C:2]1[CH:3]=[N:4][C:5]([O:11][C:12]2[CH:17]=[CH:16][C:15]([F:18])=[CH:14][CH:13]=2)=[C:6]([CH:10]=1)[C:7]([OH:9])=O.[NH2:19][CH2:20][C:21]1[CH:30]=[CH:29][C:24]([C:25]([O:27]C)=[O:26])=[CH:23][C:22]=1[CH3:31], predict the reaction product. The product is: [F:1][C:2]1[CH:10]=[C:6]([C:7]([NH:19][CH2:20][C:21]2[CH:30]=[CH:29][C:24]([C:25]([OH:27])=[O:26])=[CH:23][C:22]=2[CH3:31])=[O:9])[C:5]([O:11][C:12]2[CH:17]=[CH:16][C:15]([F:18])=[CH:14][CH:13]=2)=[N:4][CH:3]=1. (4) Given the reactants C(OC([NH:8][C:9]1[O:17][C:16]2[C:11](=[N:12][CH:13]=[C:14]([CH2:18][CH3:19])[CH:15]=2)[C:10]=1[C:20]([NH:22][C:23]1[CH:24]=[N:25][CH:26]=[CH:27][C:28]=1[N:29]1[CH2:34][C@H:33]([CH3:35])[CH2:32][C@H:31]([NH:36]C(=O)OC(C)(C)C)[CH2:30]1)=[O:21])=O)(C)(C)C.Cl.O1CCOCC1, predict the reaction product. The product is: [NH2:8][C:9]1[O:17][C:16]2[C:11](=[N:12][CH:13]=[C:14]([CH2:18][CH3:19])[CH:15]=2)[C:10]=1[C:20]([NH:22][C:23]1[CH:24]=[N:25][CH:26]=[CH:27][C:28]=1[N:29]1[CH2:34][C@H:33]([CH3:35])[CH2:32][C@H:31]([NH2:36])[CH2:30]1)=[O:21]. (5) Given the reactants [F:1][C:2]1[CH:3]=[C:4]([C:15]([C:23]2[CH:28]=[CH:27][C:26]([F:29])=[CH:25][CH:24]=2)=[N:16][S@@:17]([C:19]([CH3:22])([CH3:21])[CH3:20])=[O:18])[CH:5]=[C:6]([O:8][C:9]([F:14])([F:13])[CH:10]([F:12])[F:11])[CH:7]=1.B(F)(F)F.CCOCC.[CH2:39]([Mg]Cl)[C:40]1[CH:45]=[CH:44][CH:43]=[CH:42][CH:41]=1, predict the reaction product. The product is: [F:1][C:2]1[CH:3]=[C:4]([C@@:15]([NH:16][S@@:17]([C:19]([CH3:22])([CH3:21])[CH3:20])=[O:18])([C:23]2[CH:24]=[CH:25][C:26]([F:29])=[CH:27][CH:28]=2)[CH2:39][C:40]2[CH:45]=[CH:44][CH:43]=[CH:42][CH:41]=2)[CH:5]=[C:6]([O:8][C:9]([F:14])([F:13])[CH:10]([F:11])[F:12])[CH:7]=1. (6) Given the reactants [C:1]([C:5]1[CH:10]=[CH:9][C:8]([C:11]2[N:12]([C:31](Cl)=[O:32])[C@H:13]([C:24]3[CH:29]=[CH:28][C:27]([Cl:30])=[CH:26][CH:25]=3)[C@@:14]([C:17]3[CH:22]=[CH:21][C:20]([Cl:23])=[CH:19][CH:18]=3)([CH3:16])[N:15]=2)=[C:7]([O:34][CH2:35][CH3:36])[CH:6]=1)([CH3:4])([CH3:3])[CH3:2].Cl.Cl.CS(CCC[N:46]1[CH2:51][CH2:50][NH:49][CH2:48][CH2:47]1)(=O)=O, predict the reaction product. The product is: [C:1]([C:5]1[CH:10]=[CH:9][C:8]([C:11]2[N:12]([C:31]([N:46]3[CH2:51][CH2:50][NH:49][CH2:48][CH2:47]3)=[O:32])[C@H:13]([C:24]3[CH:25]=[CH:26][C:27]([Cl:30])=[CH:28][CH:29]=3)[C@@:14]([C:17]3[CH:22]=[CH:21][C:20]([Cl:23])=[CH:19][CH:18]=3)([CH3:16])[N:15]=2)=[C:7]([O:34][CH2:35][CH3:36])[CH:6]=1)([CH3:4])([CH3:3])[CH3:2]. (7) Given the reactants [Cl:1][C:2]1[CH:7]=[CH:6][C:5]([NH:8][C:9]2[C:14]3[N:15]([CH3:19])[C:16](=[O:18])[NH:17][C:13]=3[CH:12]=[CH:11][CH:10]=2)=[CH:4][CH:3]=1.[CH3:20][O:21][C:22]1[CH:29]=[CH:28][C:25]([CH2:26]Cl)=[CH:24][CH:23]=1.C(=O)([O-])[O-].[K+].[K+].CN(C)C=O, predict the reaction product. The product is: [Cl:1][C:2]1[CH:3]=[CH:4][C:5]([NH:8][C:9]2[C:14]3[N:15]([CH3:19])[C:16](=[O:18])[N:17]([CH2:26][C:25]4[CH:28]=[CH:29][C:22]([O:21][CH3:20])=[CH:23][CH:24]=4)[C:13]=3[CH:12]=[CH:11][CH:10]=2)=[CH:6][CH:7]=1. (8) Given the reactants [F:1][C:2]1[CH:22]=[CH:21][CH:20]=[CH:19][C:3]=1[CH2:4][N:5]1[C:9]2=[N:10][CH:11]=[CH:12][CH:13]=[C:8]2[C:7]([C:14](=O)[CH:15](O)O)=[N:6]1.S([O:27][C:28]1[NH:32][N:31]=[C:30]([NH2:33])[C:29]=1[NH2:34])(O)(=O)=O, predict the reaction product. The product is: [F:1][C:2]1[CH:22]=[CH:21][CH:20]=[CH:19][C:3]=1[CH2:4][N:5]1[C:9]2=[N:10][CH:11]=[CH:12][CH:13]=[C:8]2[C:7]([C:14]2[CH:15]=[N:34][C:29]3[C:30](=[N:31][NH:32][C:28]=3[OH:27])[N:33]=2)=[N:6]1. (9) Given the reactants [F:1][C:2]1[C:3]([CH3:25])=[C:4]([C@@:8]2([C:21]([O:23][CH3:24])=[O:22])[CH2:12][CH2:11][C:10](OS(C(F)(F)F)(=O)=O)=[CH:9]2)[CH:5]=[CH:6][CH:7]=1.[C:26]1(B(O)O)[CH:31]=[CH:30][CH:29]=[CH:28][CH:27]=1, predict the reaction product. The product is: [F:1][C:2]1[C:3]([CH3:25])=[C:4]([C@@:8]2([C:21]([O:23][CH3:24])=[O:22])[CH2:12][CH2:11][C:10]([C:26]3[CH:31]=[CH:30][CH:29]=[CH:28][CH:27]=3)=[CH:9]2)[CH:5]=[CH:6][CH:7]=1.